Dataset: Full USPTO retrosynthesis dataset with 1.9M reactions from patents (1976-2016). Task: Predict the reactants needed to synthesize the given product. (1) Given the product [CH3:1][S:2][C:3]1[CH:4]=[C:5]([C:9]2[CH2:14][CH2:13][N:12]([CH2:15][CH2:16][CH3:17])[CH2:11][CH:10]=2)[CH:6]=[CH:7][CH:8]=1, predict the reactants needed to synthesize it. The reactants are: [CH3:1][S:2][C:3]1[CH:4]=[C:5]([C:9]2(O)[CH2:14][CH2:13][N:12]([CH2:15][CH2:16][CH3:17])[CH2:11][CH2:10]2)[CH:6]=[CH:7][CH:8]=1. (2) Given the product [N:6]1([CH2:5][CH2:4][CH2:3][CH2:2][NH:1][CH2:18][C:17]2[CH:20]=[CH:21][C:14]([OH:13])=[CH:15][CH:16]=2)[CH2:10][CH2:9][CH2:8][CH2:7]1, predict the reactants needed to synthesize it. The reactants are: [NH2:1][CH2:2][CH2:3][CH2:4][CH2:5][N:6]1[CH2:10][CH2:9][CH2:8][CH2:7]1.C[Si](C)(C)[O:13][C:14]1[CH:21]=[CH:20][C:17]([CH:18]=O)=[CH:16][CH:15]=1. (3) Given the product [NH:1]([C:6]([O:8][C:9]([CH3:12])([CH3:11])[CH3:10])=[O:7])[CH2:2][C:3]([NH:24][C@H:25]([C:29]([O:31][CH3:32])=[O:30])[CH:26]([CH3:28])[CH3:27])=[O:5], predict the reactants needed to synthesize it. The reactants are: [NH:1]([C:6]([O:8][C:9]([CH3:12])([CH3:11])[CH3:10])=[O:7])[CH2:2][C:3]([OH:5])=O.CCN=C=NCCCN(C)C.[NH2:24][C@H:25]([C:29]([O:31][CH3:32])=[O:30])[CH:26]([CH3:28])[CH3:27].Cl.CCN(C(C)C)C(C)C. (4) Given the product [Cl:25][C:26]1[CH:31]=[CH:30][CH:29]=[C:28]([Cl:32])[C:27]=1[N:33]1[CH:35]=[C:10]([C:11]2[CH:12]=[CH:13][C:14]3[N:15]([C:17]([CH:20]([CH3:22])[CH3:21])=[N:18][N:19]=3)[N:16]=2)[C:9]([C:3]2[CH:4]=[CH:5][C:6]([F:8])=[CH:7][C:2]=2[F:1])=[N:34]1, predict the reactants needed to synthesize it. The reactants are: [F:1][C:2]1[CH:7]=[C:6]([F:8])[CH:5]=[CH:4][C:3]=1[C:9](=O)[CH2:10][C:11]1[CH:12]=[CH:13][C:14]2[N:15]([C:17]([CH:20]([CH3:22])[CH3:21])=[N:18][N:19]=2)[N:16]=1.Cl.[Cl:25][C:26]1[CH:31]=[CH:30][CH:29]=[C:28]([Cl:32])[C:27]=1[NH:33][NH2:34].[CH3:35]OC(OC)N(C)C.O. (5) Given the product [C:90]([NH:89][CH2:88][CH2:87][S:86][C:15]1[N:14]=[C:13]([N:10]2[CH2:9][CH2:8][CH:7]([C:5](=[O:6])[NH:4][S:34]([CH2:37][C:38]3[CH:43]=[CH:42][CH:41]=[CH:40][CH:39]=3)(=[O:36])=[O:35])[CH2:12][CH2:11]2)[C:23]([C:24]#[N:25])=[CH:22][C:16]=1[C:17]([O:19][CH2:20][CH3:21])=[O:18])(=[O:92])[CH3:91], predict the reactants needed to synthesize it. The reactants are: C([N:4]([S:34]([CH2:37][C:38]1[CH:43]=[CH:42][CH:41]=[CH:40][CH:39]=1)(=[O:36])=[O:35])[C:5]([CH:7]1[CH2:12][CH2:11][N:10]([C:13]2[C:23]([C:24]#[N:25])=[CH:22][C:16]([C:17]([O:19][CH2:20][CH3:21])=[O:18])=[C:15](OS(C(F)(F)F)(=O)=O)[N:14]=2)[CH2:9][CH2:8]1)=[O:6])C=C.CC1(C)C2C(=C(P(C3C=CC=CC=3)C3C=CC=CC=3)C=CC=2)OC2C(P(C3C=CC=CC=3)C3C=CC=CC=3)=CC=CC1=2.[SH:86][CH2:87][CH2:88][NH:89][C:90](=[O:92])[CH3:91].CCN(C(C)C)C(C)C.C([O-])(O)=O.[Na+]. (6) The reactants are: [CH2:1]([N:8]1[CH2:14][CH2:13][C@@H:12]([CH3:15])[N:11](C)[CH2:10][CH2:9]1)[C:2]1[CH:7]=[CH:6][CH:5]=[CH:4][CH:3]=1.[CH3:29][C:28]([O:27][C:25](O[C:25]([O:27][C:28]([CH3:31])([CH3:30])[CH3:29])=[O:26])=[O:26])([CH3:31])[CH3:30]. Given the product [CH2:1]([N:8]1[CH2:14][CH2:13][C@@H:12]([CH3:15])[N:11]([C:25]([O:27][C:28]([CH3:29])([CH3:30])[CH3:31])=[O:26])[CH2:10][CH2:9]1)[C:2]1[CH:7]=[CH:6][CH:5]=[CH:4][CH:3]=1, predict the reactants needed to synthesize it.